Predict the product of the given reaction. From a dataset of Forward reaction prediction with 1.9M reactions from USPTO patents (1976-2016). Given the reactants [CH:1]1([C:4]2[CH:5]=[N:6][CH:7]=[C:8]([CH:11]=2)[C:9]#[N:10])[CH2:3][CH2:2]1.[O-:12][CH2:13][CH3:14].[Na+], predict the reaction product. The product is: [CH:1]1([C:4]2[CH:5]=[N:6][CH:7]=[C:8]([CH:11]=2)[C:9](=[NH:10])[O:12][CH2:13][CH3:14])[CH2:2][CH2:3]1.